Task: Predict the reactants needed to synthesize the given product.. Dataset: Full USPTO retrosynthesis dataset with 1.9M reactions from patents (1976-2016) (1) Given the product [CH3:1][O:2][C:3]1[CH:8]=[CH:7][CH:6]=[CH:5][C:4]=1[N:9]1[CH2:14][CH2:13][N:12]([CH2:15][C@H:16]([N:24]([CH3:25])[C:39]([C:33]2([CH3:32])[CH2:38][CH2:37][CH2:36][CH2:35][CH2:34]2)=[O:40])[CH2:17][C:18]2[CH:23]=[CH:22][CH:21]=[CH:20][N:19]=2)[CH2:11][CH2:10]1, predict the reactants needed to synthesize it. The reactants are: [CH3:1][O:2][C:3]1[CH:8]=[CH:7][CH:6]=[CH:5][C:4]=1[N:9]1[CH2:14][CH2:13][N:12]([CH2:15][C@H:16]([NH:24][CH3:25])[CH2:17][C:18]2[CH:23]=[CH:22][CH:21]=[CH:20][N:19]=2)[CH2:11][CH2:10]1.C(=O)([O-])[O-].[K+].[K+].[CH3:32][C:33]1([C:39](Cl)=[O:40])[CH2:38][CH2:37][CH2:36][CH2:35][CH2:34]1. (2) Given the product [Si:1]([O:18][CH2:19][CH2:20][CH:21]([CH:30]=[O:35])[CH2:22][C:23]([O:25][C:26]([CH3:29])([CH3:28])[CH3:27])=[O:24])([C:14]([CH3:15])([CH3:17])[CH3:16])([C:8]1[CH:13]=[CH:12][CH:11]=[CH:10][CH:9]=1)[C:2]1[CH:3]=[CH:4][CH:5]=[CH:6][CH:7]=1, predict the reactants needed to synthesize it. The reactants are: [Si:1]([O:18][CH2:19][CH2:20][CH:21]([C:30](=[O:35])NCOC)[CH2:22][C:23]([O:25][C:26]([CH3:29])([CH3:28])[CH3:27])=[O:24])([C:14]([CH3:17])([CH3:16])[CH3:15])([C:8]1[CH:13]=[CH:12][CH:11]=[CH:10][CH:9]=1)[C:2]1[CH:7]=[CH:6][CH:5]=[CH:4][CH:3]=1.O1CCCC1.[H-].C([Al+]CC(C)C)C(C)C.[C@H](O)(C([O-])=O)[C@@H](O)C([O-])=O.[Na+].[K+]. (3) Given the product [CH3:48][N:49]([CH3:55])[C@H:50]1[CH2:54][CH2:53][N:52]([C:2]2[CH:3]=[C:4]([CH:9]=[CH:10][CH:11]=2)[C:5]([O:7][CH3:8])=[O:6])[CH2:51]1, predict the reactants needed to synthesize it. The reactants are: Br[C:2]1[CH:3]=[C:4]([CH:9]=[CH:10][CH:11]=1)[C:5]([O:7][CH3:8])=[O:6].C1(P(C2CCCCC2)C2C=CC=CC=2C2C=CC=CC=2N(C)C)CCCCC1.[O-]P([O-])([O-])=O.[K+].[K+].[K+].[CH3:48][N:49]([CH3:55])[C@H:50]1[CH2:54][CH2:53][NH:52][CH2:51]1. (4) The reactants are: Br[C:2]1[N:6]2[C:7](=[O:22])[CH:8]=[C:9]([CH2:11][N:12]([CH2:20][CH3:21])[C:13]3[CH:18]=[CH:17][C:16]([F:19])=[CH:15][CH:14]=3)[N:10]=[C:5]2[S:4][C:3]=1[CH3:23].C([Li])CCC.[CH2:29]([O:36][CH2:37][CH2:38][CH:39]=[O:40])[C:30]1[CH:35]=[CH:34][CH:33]=[CH:32][CH:31]=1. Given the product [CH2:29]([O:36][CH2:37][CH2:38][CH:39]([C:2]1[N:6]2[C:7](=[O:22])[CH:8]=[C:9]([CH2:11][N:12]([CH2:20][CH3:21])[C:13]3[CH:18]=[CH:17][C:16]([F:19])=[CH:15][CH:14]=3)[N:10]=[C:5]2[S:4][C:3]=1[CH3:23])[OH:40])[C:30]1[CH:35]=[CH:34][CH:33]=[CH:32][CH:31]=1, predict the reactants needed to synthesize it. (5) Given the product [I:20][C:21]1[CH:22]=[C:23]([CH:27]=[CH:28][CH:29]=1)[C:24]([N:3]([CH3:4])[CH3:2])=[O:25], predict the reactants needed to synthesize it. The reactants are: C[CH2:2][N:3]=[C:4]=NCCCN(C)C.CNC.C1COCC1.[I:20][C:21]1[CH:22]=[C:23]([CH:27]=[CH:28][CH:29]=1)[C:24](O)=[O:25]. (6) Given the product [CH3:6][C:4](=[P:7]([N:14]([CH3:16])[CH3:15])([N:11]([CH3:13])[CH3:12])[N:8]([CH3:10])[CH3:9])[CH3:5], predict the reactants needed to synthesize it. The reactants are: [H-].[K+].[I-].[CH:4]([P+:7]([N:14]([CH3:16])[CH3:15])([N:11]([CH3:13])[CH3:12])[N:8]([CH3:10])[CH3:9])([CH3:6])[CH3:5].